Dataset: Forward reaction prediction with 1.9M reactions from USPTO patents (1976-2016). Task: Predict the product of the given reaction. (1) Given the reactants [C:1]([O:5][C:6]([N:8]([CH3:40])[CH2:9][CH2:10][CH:11]1[CH2:17][C:16]2[CH:18]=[C:19]([O:22][CH3:23])[CH:20]=[CH:21][C:15]=2[C:14]2=[C:24]([CH:34]3[CH2:39][CH2:38][CH2:37][CH2:36][CH2:35]3)[C:25]3[CH:26]=[CH:27][C:28]([C:31](O)=[O:32])=[CH:29][C:30]=3[N:13]2[CH2:12]1)=[O:7])([CH3:4])([CH3:3])[CH3:2].[CH3:41][O:42][CH:43]([O:51][CH3:52])[CH2:44][N:45]([CH3:50])[S:46]([NH2:49])(=[O:48])=[O:47].C(Cl)CCl, predict the reaction product. The product is: [CH:34]1([C:24]2[C:25]3[CH:26]=[CH:27][C:28]([C:31]([NH:49][S:46]([N:45]([CH2:44][CH:43]([O:42][CH3:41])[O:51][CH3:52])[CH3:50])(=[O:48])=[O:47])=[O:32])=[CH:29][C:30]=3[N:13]3[CH2:12][CH:11]([CH2:10][CH2:9][N:8]([CH3:40])[C:6](=[O:7])[O:5][C:1]([CH3:3])([CH3:2])[CH3:4])[CH2:17][C:16]4[CH:18]=[C:19]([O:22][CH3:23])[CH:20]=[CH:21][C:15]=4[C:14]=23)[CH2:39][CH2:38][CH2:37][CH2:36][CH2:35]1. (2) Given the reactants [NH:1]1[CH2:9][CH2:8][CH2:7][CH:3]([C:4]([OH:6])=[O:5])[CH2:2]1.[OH-].[Na+].[CH2:12]([O:19][C:20](Cl)=[O:21])[C:13]1[CH:18]=[CH:17][CH:16]=[CH:15][CH:14]=1, predict the reaction product. The product is: [CH2:12]([O:19][C:20]([N:1]1[CH2:9][CH2:8][CH2:7][CH:3]([C:4]([OH:6])=[O:5])[CH2:2]1)=[O:21])[C:13]1[CH:18]=[CH:17][CH:16]=[CH:15][CH:14]=1. (3) Given the reactants C[O:2][C:3]1[CH:4]=[C:5]([C:14]2[N:18]([C:19]3[CH:24]=[CH:23][C:22]([C:25]([F:28])([F:27])[F:26])=[CH:21][N:20]=3)[CH:17]=[N:16][CH:15]=2)[CH:6]=[C:7]([N+:11]([O-:13])=[O:12])[C:8]=1[O:9]C, predict the reaction product. The product is: [N+:11]([C:7]1[CH:6]=[C:5]([C:14]2[N:18]([C:19]3[CH:24]=[CH:23][C:22]([C:25]([F:28])([F:27])[F:26])=[CH:21][N:20]=3)[CH:17]=[N:16][CH:15]=2)[CH:4]=[C:3]([OH:2])[C:8]=1[OH:9])([O-:13])=[O:12]. (4) Given the reactants [Cl:1][C:2]1[CH:7]=[CH:6][C:5]([N:8]2[CH:12]=[C:11]([C:13]([O:15][CH2:16][CH3:17])=[O:14])[N:10]=[N:9]2)=[C:4]([C:18]2[CH:23]=[C:22]([O:24]C)[N:21]=[CH:20][N:19]=2)[CH:3]=1.[Si](I)(C)(C)C.S([O-])([O-])(=O)=S.[Na+].[Na+].C([O-])(O)=O.[Na+], predict the reaction product. The product is: [Cl:1][C:2]1[CH:7]=[CH:6][C:5]([N:8]2[CH:12]=[C:11]([C:13]([O:15][CH2:16][CH3:17])=[O:14])[N:10]=[N:9]2)=[C:4]([C:18]2[CH:23]=[C:22]([OH:24])[N:21]=[CH:20][N:19]=2)[CH:3]=1. (5) Given the reactants [CH2:1]([C:3]1[CH:4]=[N:5][CH:6]=[C:7]([CH2:11][CH3:12])[C:8]=1[CH2:9]O)[CH3:2].[Br:13]P(Br)Br, predict the reaction product. The product is: [Br:13][CH2:9][C:8]1[C:3]([CH2:1][CH3:2])=[CH:4][N:5]=[CH:6][C:7]=1[CH2:11][CH3:12]. (6) Given the reactants [CH2:1](NC(=O)[O-])[C:2]1[CH:7]=[CH:6][CH:5]=[CH:4][CH:3]=1.ClN1C(C)(C)[C:17](=[O:18])[N:16](Cl)C1=O.[C:23]([O:27][C:28]([N:30]1[CH2:34]C=CC1)=[O:29])([CH3:26])([CH3:25])[CH3:24].S([O-])([O-])=[O:36].[Na+].[Na+].[CH2:41]([OH:44])[CH2:42][CH3:43], predict the reaction product. The product is: [C:23]([O:27][C:28]([N:30]1[CH2:34][CH:41]([OH:44])[CH:42]([NH:16][C:17]([O:18][CH2:1][C:2]2[CH:3]=[CH:4][CH:5]=[CH:6][CH:7]=2)=[O:36])[CH2:43]1)=[O:29])([CH3:26])([CH3:25])[CH3:24]. (7) Given the reactants Br[C:2]1[CH:7]=[CH:6][CH:5]=[CH:4][N:3]=1.COCCOC.[S:14]1[C:18]2[CH:19]=[CH:20][CH:21]=[CH:22][C:17]=2[CH:16]=[C:15]1B(O)O.C(=O)(O)[O-].[Na+], predict the reaction product. The product is: [S:14]1[C:15]([C:2]2[CH:7]=[CH:6][CH:5]=[CH:4][N:3]=2)=[CH:16][C:17]2[CH:22]=[CH:21][CH:20]=[CH:19][C:18]1=2. (8) Given the reactants P(Cl)(Cl)([Cl:3])=O.[CH3:6][C:7]1[NH:8][C:9](=O)[C:10]2[C:15]([CH3:16])=[C:14]([CH3:17])[N:13]([C:18]3[C:23]([Br:24])=[CH:22][C:21]([C:25]([F:28])([F:27])[F:26])=[CH:20][C:19]=3[Br:29])[C:11]=2[N:12]=1, predict the reaction product. The product is: [Cl:3][C:9]1[C:10]2[C:15]([CH3:16])=[C:14]([CH3:17])[N:13]([C:18]3[C:23]([Br:24])=[CH:22][C:21]([C:25]([F:28])([F:27])[F:26])=[CH:20][C:19]=3[Br:29])[C:11]=2[N:12]=[C:7]([CH3:6])[N:8]=1.